Dataset: Full USPTO retrosynthesis dataset with 1.9M reactions from patents (1976-2016). Task: Predict the reactants needed to synthesize the given product. (1) Given the product [O:22]=[C:4]1[C:3]2[C:8](=[CH:9][CH:10]=[CH:11][CH:2]=2)[NH:7][CH:6]=[C:5]1[C:19]([OH:21])=[O:20], predict the reactants needed to synthesize it. The reactants are: N[C:2]1[C:11](F)=[C:10](F)[C:9](OC)=[C:8]2[C:3]=1[C:4](=[O:22])[C:5]([C:19]([OH:21])=[O:20])=[CH:6][N:7]2C1CC1.N1CCCCC1. (2) Given the product [NH2:50][C@@H:7]([CH:1]1[CH2:6][CH2:5][CH2:4][CH2:3][CH2:2]1)[C:8]([NH:10][C@@H:11]([C:12]([CH3:14])([CH3:13])[CH3:15])[C:16]([N:18]1[C@H:29]([C:30]([NH:31][C@:32]2([C:37](=[O:48])[NH:38][S:39]([C:42]3([CH2:45][CH2:46][CH3:47])[CH2:44][CH2:43]3)(=[O:40])=[O:41])[CH2:34][C@@H:33]2[CH2:35][CH3:36])=[O:49])[CH2:28][C@:20]2([C:25]([CH3:26])([CH3:27])[C:21]32[CH2:22][CH2:23][CH2:24]3)[CH2:19]1)=[O:17])=[O:9], predict the reactants needed to synthesize it. The reactants are: [CH:1]1([C@H:7]([NH:50]C(=O)OC(C)(C)C)[C:8]([NH:10][C@H:11]([C:16]([N:18]2[C@H:29]([C:30](=[O:49])[NH:31][C@:32]3([C:37](=[O:48])[NH:38][S:39]([C:42]4([CH2:45][CH2:46][CH3:47])[CH2:44][CH2:43]4)(=[O:41])=[O:40])[CH2:34][C@@H:33]3[CH2:35][CH3:36])[CH2:28][C@:20]3([C:25]([CH3:27])([CH3:26])[C:21]43[CH2:24][CH2:23][CH2:22]4)[CH2:19]2)=[O:17])[C:12]([CH3:15])([CH3:14])[CH3:13])=[O:9])[CH2:6][CH2:5][CH2:4][CH2:3][CH2:2]1.Cl. (3) Given the product [F:23][C:24]1[CH:31]=[CH:30][C:27]([CH2:28][O:20][C:19]([C:17]2[CH:16]=[CH:15][CH:14]=[C:13]([C:9]3[CH2:10][CH2:11][CH2:12][C:8]=3[C:6]3[CH:7]=[C:2]([F:1])[CH:3]=[CH:4][C:5]=3[O:22][CH2:32][C:33]3[CH:6]=[CH:7][C:2]([F:1])=[CH:35][CH:34]=3)[N:18]=2)=[O:21])=[CH:26][CH:25]=1, predict the reactants needed to synthesize it. The reactants are: [F:1][C:2]1[CH:3]=[CH:4][C:5]([OH:22])=[C:6]([C:8]2[CH2:12][CH2:11][CH2:10][C:9]=2[C:13]2[N:18]=[C:17]([C:19]([OH:21])=[O:20])[CH:16]=[CH:15][CH:14]=2)[CH:7]=1.[F:23][C:24]1[CH:31]=[CH:30][C:27]([CH2:28]Br)=[CH:26][CH:25]=1.[CH3:32][C:33](=O)[CH2:34][CH3:35].